From a dataset of Drug-target binding data from BindingDB patent sources. Regression. Given a target protein amino acid sequence and a drug SMILES string, predict the binding affinity score between them. We predict pAffinity (pAffinity = -log10(affinity in M)). Dataset: bindingdb_patent. (1) The compound is CC(C)(F)C(=O)Nc1cc(ccn1)-c1[nH]c2CC(C)(CC(=O)c2c1Nc1ccccc1)C(=O)N1CCCC1. The target protein (O43683) has sequence MDTPENVLQMLEAHMQSYKGNDPLGEWERYIQWVEENFPENKEYLITLLEHLMKEFLDKKKYHNDPRFISYCLKFAEYNSDLHQFFEFLYNHGIGTLSSPLYIAWAGHLEAQGELQHASAVLQRGIQNQAEPREFLQQQYRLFQTRLTETHLPAQARTSEPLHNVQVLNQMITSKSNPGNNMACISKNQGSELSGVISSACDKESNMERRVITISKSEYSVHSSLASKVDVEQVVMYCKEKLIRGESEFSFEELRAQKYNQRRKHEQWVNEDRHYMKRKEANAFEEQLLKQKMDELHKKLHQVVETSHEDLPASQERSEVNPARMGPSVGSQQELRAPCLPVTYQQTPVNMEKNPREAPPVVPPLANAISAALVSPATSQSIAPPVPLKAQTVTDSMFAVASKDAGCVNKSTHEFKPQSGAEIKEGCETHKVANTSSFHTTPNTSLGMVQATPSKVQPSPTVHTKEALGFIMNMFQAPTLPDISDDKDEWQSLDQNEDAF.... The pAffinity is 6.6. (2) The compound is C(CN1CCNCC1)Oc1ccc(cn1)-c1cnc2c(cnn2c1)-c1ccnc2ccccc12. The target protein (P36896) has sequence MAESAGASSFFPLVVLLLAGSGGSGPRGVQALLCACTSCLQANYTCETDGACMVSIFNLDGMEHHVRTCIPKVELVPAGKPFYCLSSEDLRNTHCCYTDYCNRIDLRVPSGHLKEPEHPSMWGPVELVGIIAGPVFLLFLIIIIVFLVINYHQRVYHNRQRLDMEDPSCEMCLSKDKTLQDLVYDLSTSGSGSGLPLFVQRTVARTIVLQEIIGKGRFGEVWRGRWRGGDVAVKIFSSREERSWFREAEIYQTVMLRHENILGFIAADNKDNGTWTQLWLVSDYHEHGSLFDYLNRYTVTIEGMIKLALSAASGLAHLHMEIVGTQGKPGIAHRDLKSKNILVKKNGMCAIADLGLAVRHDAVTDTIDIAPNQRVGTKRYMAPEVLDETINMKHFDSFKCADIYALGLVYWEIARRCNSGGVHEEYQLPYYDLVPSDPSIEEMRKVVCDQKLRPNIPNWWQSYEALRVMGKMMRECWYANGAARLTALRIKKTLSQLSVQ.... The pAffinity is 5.4.